Dataset: Full USPTO retrosynthesis dataset with 1.9M reactions from patents (1976-2016). Task: Predict the reactants needed to synthesize the given product. (1) The reactants are: [Br:1][C:2]1[CH:22]=[CH:21][C:5]2=[C:6]3[C:15](=[CH:16][CH:17]=[C:4]2[C:3]=1[OH:23])[N:14]=[C:13]1[C:8]([C:9]([C:18]([OH:20])=O)=[CH:10][CH:11]=[CH:12]1)=[N:7]3.[CH3:24][N:25]([CH3:29])[CH2:26][CH2:27][NH2:28]. Given the product [CH3:24][N:25]([CH3:29])[CH2:26][CH2:27][NH:28][C:18]([C:9]1[C:8]2[C:13](=[N:14][C:15]3[C:6]([N:7]=2)=[C:5]2[CH:21]=[CH:22][C:2]([Br:1])=[C:3]([OH:23])[C:4]2=[CH:17][CH:16]=3)[CH:12]=[CH:11][CH:10]=1)=[O:20], predict the reactants needed to synthesize it. (2) Given the product [OH:1][C@@H:2]([C:3]1[N:29]([C@H:30]2[CH2:35][CH2:34][CH2:33][N:32]([C:36]([O:38][C:39]([CH3:42])([CH3:41])[CH3:40])=[O:37])[CH2:31]2)[C:21]2=[C:22]3[S:28][CH:27]=[CH:26][C:23]3=[N:24][CH:25]=[C:20]2[N:5]=1)[CH3:6], predict the reactants needed to synthesize it. The reactants are: [OH:1][C@H:2]([CH3:6])[C:3]([NH2:5])=O.F[B-](F)(F)F.C([O+](CC)CC)C.N[C:20]1[C:21]([NH:29][C@H:30]2[CH2:35][CH2:34][CH2:33][N:32]([C:36]([O:38][C:39]([CH3:42])([CH3:41])[CH3:40])=[O:37])[CH2:31]2)=[C:22]2[S:28][CH:27]=[CH:26][C:23]2=[N:24][CH:25]=1. (3) Given the product [Cl:31][C:30]1[CH:11]=[C:12]([N:9]2[C:10]3[C:5](=[CH:4][C:3]([C:1]#[N:2])=[CH:12][CH:11]=3)[CH2:6][CH:7]([NH:13][S:14]([C:17]3[CH:22]=[CH:21][CH:20]=[CH:19][CH:18]=3)(=[O:16])=[O:15])[CH2:8]2)[CH:3]=[CH:4][CH:5]=1, predict the reactants needed to synthesize it. The reactants are: [C:1]([C:3]1[CH:4]=[C:5]2[C:10](=[CH:11][CH:12]=1)[NH:9][CH2:8][CH:7]([NH:13][S:14]([C:17]1[CH:22]=[CH:21][CH:20]=[CH:19][CH:18]=1)(=[O:16])=[O:15])[CH2:6]2)#[N:2].[H-].[Na+].C[Si](C)(C)CCO[CH2:30][Cl:31]. (4) Given the product [CH2:10]([C:4]1[C:3]([I:12])=[C:2]([NH:13][C:14]2[C:15]([CH3:23])=[C:16]3[C:20](=[CH:21][CH:22]=2)[NH:19][CH:18]=[CH:17]3)[C:7]([C:8]#[N:9])=[CH:6][N:5]=1)[CH3:11], predict the reactants needed to synthesize it. The reactants are: Cl[C:2]1[C:7]([C:8]#[N:9])=[CH:6][N:5]=[C:4]([CH2:10][CH3:11])[C:3]=1[I:12].[NH2:13][C:14]1[C:15]([CH3:23])=[C:16]2[C:20](=[CH:21][CH:22]=1)[NH:19][CH:18]=[CH:17]2.O. (5) Given the product [C:21]([O:20][C:18]([N:15]1[CH2:16][CH2:17][CH:12]([O:11][C:2]2[CH:7]=[C:6]([N+:8]([O-:10])=[O:9])[CH:5]=[CH:4][N:3]=2)[CH2:13][CH2:14]1)=[O:19])([CH3:24])([CH3:22])[CH3:23], predict the reactants needed to synthesize it. The reactants are: Cl[C:2]1[CH:7]=[C:6]([N+:8]([O-:10])=[O:9])[CH:5]=[CH:4][N:3]=1.[OH:11][CH:12]1[CH2:17][CH2:16][N:15]([C:18]([O:20][C:21]([CH3:24])([CH3:23])[CH3:22])=[O:19])[CH2:14][CH2:13]1.C(=O)([O-])[O-].[Cs+].[Cs+].C(P(C(C)(C)C)C1C=CC2C(=CC=CC=2)C=1C1C2C(=CC=CC=2)C=CC=1)(C)(C)C. (6) Given the product [Br:1][C:2]1[S:6][C:5]2=[CH:7][N:8]=[CH:9][N:4]2[CH:3]=1, predict the reactants needed to synthesize it. The reactants are: [Br:1][C:2]1[S:6][C:5]2=[C:7](C(O)=O)[N:8]=[CH:9][N:4]2[CH:3]=1.[OH-].[Na+].